This data is from Full USPTO retrosynthesis dataset with 1.9M reactions from patents (1976-2016). The task is: Predict the reactants needed to synthesize the given product. Given the product [NH2:13][C:9]1[CH:8]=[C:7]2[C:12](=[CH:11][CH:10]=1)[N:3]([CH2:1][CH3:2])[C:4](=[O:20])[N:5]([CH2:17][S:18][CH3:19])[C:6]2=[O:16], predict the reactants needed to synthesize it. The reactants are: [CH2:1]([N:3]1[C:12]2[C:7](=[CH:8][C:9]([N+:13]([O-])=O)=[CH:10][CH:11]=2)[C:6](=[O:16])[N:5]([CH2:17][S:18][CH3:19])[C:4]1=[O:20])[CH3:2].[Sn](Cl)Cl.